From a dataset of Reaction yield outcomes from USPTO patents with 853,638 reactions. Predict the reaction yield, written as a fraction of the theoretical maximum amount of product (1.0 means a 100% yield; for example, 0.34 means a 34% yield). (1) The reactants are [CH2:1]([NH:8][C:9]([C:11]1[S:15][C:14]([NH2:16])=[N:13][C:12]=1[CH3:17])=[O:10])[C:2]1[CH:7]=[CH:6][CH:5]=[CH:4][CH:3]=1.[C:18](O)(=[O:29])[CH2:19][C:20]1[C:21](=[CH:25][CH:26]=[CH:27][CH:28]=1)[C:22]([OH:24])=[O:23]. No catalyst specified. The product is [CH2:1]([NH:8][C:9]([C:11]1[S:15][C:14]([NH:16][C:18]([CH2:19][C:20]2[CH:28]=[CH:27][CH:26]=[CH:25][C:21]=2[C:22]([OH:24])=[O:23])=[O:29])=[N:13][C:12]=1[CH3:17])=[O:10])[C:2]1[CH:7]=[CH:6][CH:5]=[CH:4][CH:3]=1. The yield is 0.600. (2) The reactants are [Cl:1][C:2]1[CH:41]=[CH:40][C:5]([O:6][CH2:7][C:8]([N:10]2[CH2:15][CH2:14][N:13]([CH2:16][C:17]3[N:26]([C:27]4[CH:28]=[C:29]([CH:32]=[CH:33][C:34]=4[O:35][CH:36]([CH3:38])[CH3:37])[CH:30]=O)[C:25](=[O:39])[C:24]4[C:19](=[CH:20][CH:21]=[CH:22][CH:23]=4)[N:18]=3)[CH2:12][CH2:11]2)=[O:9])=[CH:4][CH:3]=1.[NH:42]1[CH2:47][CH2:46][NH:45][CH2:44][CH2:43]1.C([BH3-])#N.[Na+]. The catalyst is ClCCCl.CO.[Cl-].[Zn+2].[Cl-]. The product is [Cl:1][C:2]1[CH:3]=[CH:4][C:5]([O:6][CH2:7][C:8]([N:10]2[CH2:11][CH2:12][N:13]([CH2:16][C:17]3[N:26]([C:27]4[CH:28]=[C:29]([CH2:30][N:42]5[CH2:47][CH2:46][NH:45][CH2:44][CH2:43]5)[CH:32]=[CH:33][C:34]=4[O:35][CH:36]([CH3:38])[CH3:37])[C:25](=[O:39])[C:24]4[C:19](=[CH:20][CH:21]=[CH:22][CH:23]=4)[N:18]=3)[CH2:14][CH2:15]2)=[O:9])=[CH:40][CH:41]=1. The yield is 0.460.